This data is from Catalyst prediction with 721,799 reactions and 888 catalyst types from USPTO. The task is: Predict which catalyst facilitates the given reaction. (1) Reactant: [Br:1][C:2]1[CH:11]=[CH:10][CH:9]=[C:8]2[C:3]=1[CH2:4][CH2:5][NH:6][CH2:7]2. Product: [Br:1][C:2]1[CH:11]=[CH:10][CH:9]=[C:8]2[C:3]=1[CH2:4][CH:5]=[N:6][CH2:7]2. The catalyst class is: 485. (2) Reactant: [H-].[H-].[H-].[H-].[Li+].[Al+3].[CH3:7][C:8]1[CH:17]=[CH:16][C:15]2[C:10](=[CH:11][C:12]([CH:18]([C:24](OCC)=[O:25])[C:19](OCC)=[O:20])=[CH:13][CH:14]=2)[N:9]=1.O.O.O.O.O.O.O.O.O.O.S([O-])([O-])(=O)=O.[Na+].[Na+]. Product: [CH3:7][C:8]1[CH:17]=[CH:16][C:15]2[C:10](=[CH:11][C:12]([CH:18]([CH2:24][OH:25])[CH2:19][OH:20])=[CH:13][CH:14]=2)[N:9]=1. The catalyst class is: 116. (3) Reactant: [C:1]([C:4]1[C:22](=[O:23])[C@@:8]2([CH3:24])[C:9]3[C:15]([OH:16])=[CH:14][C:13]([O:17][CH3:18])=[C:12]([C:19]([NH2:21])=[O:20])[C:10]=3[O:11][C:7]2=[CH:6][C:5]=1[OH:25])(=[O:3])[CH3:2].[CH3:26][C:27]1[C:34]([CH3:35])=[CH:33][CH:32]=[C:31]([CH3:36])[C:28]=1[CH:29]=O.C([SiH](CC)CC)C.FC(F)(F)C(O)=O. Product: [C:1]([C:4]1[C:22](=[O:23])[C@@:8]2([CH3:24])[C:9]3[C:15]([OH:16])=[CH:14][C:13]([O:17][CH3:18])=[C:12]([C:19]([NH:21][CH2:26][C:27]4[C:34]([CH3:35])=[CH:33][CH:32]=[C:31]([CH3:36])[C:28]=4[CH3:29])=[O:20])[C:10]=3[O:11][C:7]2=[CH:6][C:5]=1[OH:25])(=[O:3])[CH3:2]. The catalyst class is: 10. (4) Reactant: [F:1][C:2]([F:18])([F:17])[C:3]1[CH:12]=[CH:11][C:10]2[CH2:9][CH:8]([C:13]([O:15]C)=[O:14])[CH2:7][CH2:6][C:5]=2[N:4]=1.[OH-].[Na+]. Product: [F:18][C:2]([F:1])([F:17])[C:3]1[CH:12]=[CH:11][C:10]2[CH2:9][CH:8]([C:13]([OH:15])=[O:14])[CH2:7][CH2:6][C:5]=2[N:4]=1. The catalyst class is: 5.